Regression. Given a peptide amino acid sequence and an MHC pseudo amino acid sequence, predict their binding affinity value. This is MHC class I binding data. From a dataset of Peptide-MHC class I binding affinity with 185,985 pairs from IEDB/IMGT. (1) The peptide sequence is SINDPRWGR. The MHC is HLA-A03:01 with pseudo-sequence HLA-A03:01. The binding affinity (normalized) is 0.0847. (2) The peptide sequence is LLHLKRPYR. The MHC is HLA-A03:01 with pseudo-sequence HLA-A03:01. The binding affinity (normalized) is 0.0990. (3) The peptide sequence is KGPCKNVSTV. The MHC is H-2-Kb with pseudo-sequence H-2-Kb. The binding affinity (normalized) is 0.171. (4) The binding affinity (normalized) is 0.0847. The peptide sequence is RPPYSSYGY. The MHC is HLA-B14:02 with pseudo-sequence HLA-B14:02. (5) The peptide sequence is YSIQGPDGHL. The MHC is Mamu-A01 with pseudo-sequence Mamu-A01. The binding affinity (normalized) is 0.392. (6) The peptide sequence is SVLCVKKFY. The MHC is HLA-A11:01 with pseudo-sequence HLA-A11:01. The binding affinity (normalized) is 0.453.